From a dataset of Full USPTO retrosynthesis dataset with 1.9M reactions from patents (1976-2016). Predict the reactants needed to synthesize the given product. (1) Given the product [CH3:1][N:2]1[C:10]2[C:5](=[CH:6][CH:7]=[C:8]([C:11]3[O:13][N:33]=[C:31]([CH3:32])[N:30]=3)[CH:9]=2)[C:4]([CH3:15])([CH3:14])[C:3]1=[O:16], predict the reactants needed to synthesize it. The reactants are: [CH3:1][N:2]1[C:10]2[C:5](=[CH:6][CH:7]=[C:8]([C:11]([OH:13])=O)[CH:9]=2)[C:4]([CH3:15])([CH3:14])[C:3]1=[O:16].C1N=CN(C(N2C=NC=C2)=O)C=1.O/[N:30]=[C:31](\[NH2:33])/[CH3:32].C(O)(=O)C. (2) Given the product [O:1]=[C:2]1[N:3]([C:16]([O:18][CH2:19][CH3:20])=[O:17])[C:4]2[CH:15]=[CH:14][CH:13]=[CH:12][C:5]=2[NH:6]1, predict the reactants needed to synthesize it. The reactants are: [O:1]=[C:2]1[N:6](C(OCC)=O)[C:5]2[CH:12]=[CH:13][CH:14]=[CH:15][C:4]=2[N:3]1[C:16]([O:18][CH2:19][CH3:20])=[O:17].OC1NC2C=CC=CC=2N=1.C(=O)([O-])[O-].[K+].[K+]. (3) Given the product [CH:22]1([N:21]2[C:14]3[N:15]=[C:16]([C:19]#[N:20])[N:17]=[CH:18][C:13]=3[CH:3]=[C:2]2[CH2:1][C:4]2[CH:9]=[CH:8][C:7]([CH2:10][OH:11])=[CH:6][CH:5]=2)[CH2:23][CH2:24][CH2:25][CH2:26][CH2:27]1, predict the reactants needed to synthesize it. The reactants are: [CH2:1]([C:4]1[CH:9]=[CH:8][C:7]([CH2:10][OH:11])=[CH:6][CH:5]=1)[C:2]#[CH:3].Br[C:13]1[C:14]([NH:21][CH:22]2[CH2:27][CH2:26][CH2:25][CH2:24][CH2:23]2)=[N:15][C:16]([C:19]#[N:20])=[N:17][CH:18]=1.C(N(CC)CC)C. (4) Given the product [CH3:11][N:12]([CH3:17])[S:13]([N:8]1[CH2:9][NH:10][C:6]([CH:3]([CH3:5])[CH3:4])=[N:7]1)(=[O:15])=[O:14], predict the reactants needed to synthesize it. The reactants are: [H-].[Na+].[CH:3]([C:6]1[NH:10][CH:9]=[N:8][N:7]=1)([CH3:5])[CH3:4].[CH3:11][N:12]([CH3:17])[S:13](Cl)(=[O:15])=[O:14].[NH4+].[Cl-]. (5) Given the product [Cl:27][C:22]1[CH:21]=[C:20]([N:18]([CH3:19])[CH2:17][C:16]([N:15]([CH3:29])[CH:8]([C:5]2[CH:6]=[CH:7][C:2]([C:34]3[C:33]([C:31]([NH2:30])=[O:32])=[CH:38][CH:37]=[CH:36][CH:35]=3)=[CH:3][CH:4]=2)[CH2:9][N:10]2[CH2:14][CH2:13][CH2:12][CH2:11]2)=[O:28])[CH:25]=[CH:24][C:23]=1[Cl:26], predict the reactants needed to synthesize it. The reactants are: Br[C:2]1[CH:7]=[CH:6][C:5]([CH:8]([N:15]([CH3:29])[C:16](=[O:28])[CH2:17][N:18]([C:20]2[CH:25]=[CH:24][C:23]([Cl:26])=[C:22]([Cl:27])[CH:21]=2)[CH3:19])[CH2:9][N:10]2[CH2:14][CH2:13][CH2:12][CH2:11]2)=[CH:4][CH:3]=1.[NH2:30][C:31]([C:33]1[CH:38]=[CH:37][CH:36]=[CH:35][C:34]=1B(O)O)=[O:32].C([O-])([O-])=O.[Na+].[Na+].C(OCC)(=O)C.